This data is from Reaction yield outcomes from USPTO patents with 853,638 reactions. The task is: Predict the reaction yield, written as a fraction of the theoretical maximum amount of product (1.0 means a 100% yield; for example, 0.34 means a 34% yield). (1) The product is [NH:16]1[CH2:17][CH:14]([O:13][C:12]2[CH:25]=[CH:26][C:9]([CH2:8][N:6]3[CH2:5][C:4]4([CH2:1][O:2][CH2:3]4)[CH2:7]3)=[CH:10][CH:11]=2)[CH2:15]1. The yield is 0.940. The catalyst is ClCCl. The reactants are [CH2:1]1[C:4]2([CH2:7][N:6]([CH2:8][C:9]3[CH:26]=[CH:25][C:12]([O:13][CH:14]4[CH2:17][N:16](C(OC(C)(C)C)=O)[CH2:15]4)=[CH:11][CH:10]=3)[CH2:5]2)[CH2:3][O:2]1.C(O)(C(F)(F)F)=O.C([O-])([O-])=O.[K+].[K+]. (2) The reactants are [Br:1][C:2]1[CH:10]=[CH:9][CH:8]=[C:7]2[C:3]=1[C:4](O)([C:12]1[C:17]([OH:18])=[CH:16][CH:15]=[C:14]([O:19][CH3:20])[N:13]=1)[C:5](=[O:11])[NH:6]2.C(N(CC)CC)C.S(Cl)(Cl)=O.C(O)(=O)C. The catalyst is ClCCl.O1CCCC1.[Zn]. The product is [Br:1][C:2]1[CH:10]=[CH:9][CH:8]=[C:7]2[C:3]=1[CH:4]([C:12]1[C:17]([OH:18])=[CH:16][CH:15]=[C:14]([O:19][CH3:20])[N:13]=1)[C:5](=[O:11])[NH:6]2. The yield is 0.640.